Dataset: Catalyst prediction with 721,799 reactions and 888 catalyst types from USPTO. Task: Predict which catalyst facilitates the given reaction. (1) Reactant: [CH3:1][N:2]1[C:10]2[C:5](=[CH:6][CH:7]=[CH:8][CH:9]=2)[C:4]([C:11](=[O:15])[C:12]([OH:14])=O)=[CH:3]1.S(Cl)(Cl)=O.[NH2:20][C:21]1[CH:22]=[CH:23][C:24]2[C:29](=[O:30])[O:28][N:27]=[C:26]([CH3:31])[C:25]=2[CH:32]=1. Product: [CH3:1][N:2]1[C:10]2[C:5](=[CH:6][CH:7]=[CH:8][CH:9]=2)[C:4]([C:11](=[O:15])[C:12]([NH:20][C:21]2[CH:22]=[CH:23][C:24]3[C:29](=[O:30])[O:28][N:27]=[C:26]([CH3:31])[C:25]=3[CH:32]=2)=[O:14])=[CH:3]1. The catalyst class is: 80. (2) Reactant: [F:1][CH:2]([F:13])[C:3]1[N:8]=[N:7][C:6]([O:9][CH3:10])=[C:5]([CH2:11]O)[CH:4]=1.CS([Cl:18])(=O)=O.CCN(C(C)C)C(C)C. Product: [Cl:18][CH2:11][C:5]1[CH:4]=[C:3]([CH:2]([F:13])[F:1])[N:8]=[N:7][C:6]=1[O:9][CH3:10]. The catalyst class is: 4. (3) Reactant: [C:1]([O:5][C:6]([N:8]1[CH2:13][CH2:12][CH2:11][CH:10]([C:14](=[S:16])[NH2:15])[CH2:9]1)=[O:7])([CH3:4])([CH3:3])[CH3:2].[Cl:17][CH2:18][C:19]([CH2:21]Cl)=O.[O-]S([O-])(=O)=O.[Mg+2]. Product: [C:1]([O:5][C:6]([N:8]1[CH2:13][CH2:12][CH2:11][CH:10]([C:14]2[S:16][CH:21]=[C:19]([CH2:18][Cl:17])[N:15]=2)[CH2:9]1)=[O:7])([CH3:4])([CH3:2])[CH3:3]. The catalyst class is: 21. (4) Reactant: CC(C[C:5]([OH:7])=[O:6])=O.C[Si]([N-:12][Si](C)(C)C)(C)C.[Na+].C([N:20]1[CH:24]=[CH:23][N:22]=[CH:21]1)([N:20]1[CH:24]=[CH:23][N:22]=[CH:21]1)=O.CN(C=O)C. Product: [C:5](=[O:6])([OH:7])[NH2:12].[NH:20]1[CH:24]=[CH:23][N:22]=[CH:21]1. The catalyst class is: 1.